Task: Predict which catalyst facilitates the given reaction.. Dataset: Catalyst prediction with 721,799 reactions and 888 catalyst types from USPTO (1) Reactant: C[O:2][C:3]([CH:5]1[CH:18]([C:19]2[CH:24]=[CH:23][C:22]([O:25][CH3:26])=[CH:21][CH:20]=2)[CH:17]2[CH:12]([CH2:13][CH2:14][CH2:15][CH2:16]2)[C:11]2[C:6]1=[CH:7][CH:8]=[C:9]([O:27][CH3:28])[CH:10]=2)=O.[H-].[Al+3].[Li+].[H-].[H-].[H-].O1CCCC1.[C@H](O)(C([O-])=O)[C@@H](O)C([O-])=O.[Na+].[K+]. Product: [CH3:28][O:27][C:9]1[CH:10]=[C:11]2[C:6](=[CH:7][CH:8]=1)[CH:5]([CH2:3][OH:2])[CH:18]([C:19]1[CH:24]=[CH:23][C:22]([O:25][CH3:26])=[CH:21][CH:20]=1)[CH:17]1[CH:12]2[CH2:13][CH2:14][CH2:15][CH2:16]1. The catalyst class is: 13. (2) Reactant: [NH2:1][C:2]1[C:11]([C:12]#[N:13])=[C:10]([NH:14][CH2:15][C:16]2[CH:21]=[CH:20][CH:19]=[CH:18][CH:17]=2)[C:9]2[C:4](=[CH:5][CH:6]=[C:7]([N:22]3[CH2:27][CH2:26][O:25][CH2:24][CH2:23]3)[CH:8]=2)[N:3]=1.[S:28]([O:38][NH2:39])([C:31]1[CH:37]=[CH:36][C:34]([CH3:35])=[CH:33][CH:32]=1)(=[O:30])=[O:29]. Product: [S:28]([C:31]1[CH:37]=[CH:36][C:34]([CH3:35])=[CH:33][CH:32]=1)([O-:38])(=[O:30])=[O:29].[NH2:39][N+:3]1[C:4]2[C:9](=[CH:8][C:7]([N:22]3[CH2:23][CH2:24][O:25][CH2:26][CH2:27]3)=[CH:6][CH:5]=2)[C:10]([NH:14][CH2:15][C:16]2[CH:17]=[CH:18][CH:19]=[CH:20][CH:21]=2)=[C:11]([C:12]#[N:13])[C:2]=1[NH2:1]. The catalyst class is: 204. (3) Product: [N:9]1([CH2:14][C:15]([N:17]2[CH2:21][C@H:20]([NH:22][CH2:1][C:2]3[CH:7]=[CH:6][CH:5]=[CH:4][CH:3]=3)[CH2:19][C@H:18]2[C:23]([NH:25][C:26]2[CH:27]=[CH:28][C:29]([O:32][C:33]3[CH:34]=[CH:35][C:36]([F:39])=[CH:37][CH:38]=3)=[CH:30][CH:31]=2)=[O:24])=[O:16])[CH:13]=[N:12][CH:11]=[N:10]1. The catalyst class is: 5. Reactant: [CH2:1](Br)[C:2]1[CH:7]=[CH:6][CH:5]=[CH:4][CH:3]=1.[N:9]1([CH2:14][C:15]([N:17]2[CH2:21][C@H:20]([NH2:22])[CH2:19][C@H:18]2[C:23]([NH:25][C:26]2[CH:31]=[CH:30][C:29]([O:32][C:33]3[CH:38]=[CH:37][C:36]([F:39])=[CH:35][CH:34]=3)=[CH:28][CH:27]=2)=[O:24])=[O:16])[CH:13]=[N:12][CH:11]=[N:10]1.CN(C=O)C.C(=O)([O-])[O-].[K+].[K+].